Dataset: Catalyst prediction with 721,799 reactions and 888 catalyst types from USPTO. Task: Predict which catalyst facilitates the given reaction. Reactant: [C:1]1(=[O:8])[CH2:7][CH2:6][CH2:5][CH2:4][CH:3]=[CH:2]1.[CH2:9]([N:11](CC)CC)[CH3:10].C1(N=C=[O:24])C=CC=CC=1.[N+](CC)([O-])=O. Product: [CH3:10][C:9]1[CH:2]2[C:3](=[O:24])[CH2:4][CH2:5][CH2:6][CH2:7][CH:1]2[O:8][N:11]=1. The catalyst class is: 11.